From a dataset of Full USPTO retrosynthesis dataset with 1.9M reactions from patents (1976-2016). Predict the reactants needed to synthesize the given product. Given the product [Cl:1][C:2]1[CH:3]=[C:4]([N:13]([CH2:20][CH3:21])[CH:14]2[CH2:19][CH2:18][N:17]([CH2:23][CH2:24][O:25][CH3:26])[CH2:16][CH2:15]2)[C:5]([CH3:12])=[C:6]([CH:11]=1)[C:7]([O:9][CH3:10])=[O:8], predict the reactants needed to synthesize it. The reactants are: [Cl:1][C:2]1[CH:3]=[C:4]([N:13]([CH2:20][CH3:21])[CH:14]2[CH2:19][CH2:18][NH:17][CH2:16][CH2:15]2)[C:5]([CH3:12])=[C:6]([CH:11]=1)[C:7]([O:9][CH3:10])=[O:8].Br[CH2:23][CH2:24][O:25][CH3:26].C([O-])([O-])=O.[K+].[K+].